From a dataset of Forward reaction prediction with 1.9M reactions from USPTO patents (1976-2016). Predict the product of the given reaction. (1) Given the reactants [CH3:1][S:2](Cl)(=[O:4])=[O:3].[CH2:6]([N:9]1[CH:14]2[CH2:15][CH2:16][CH:10]1[CH2:11][CH:12]([NH:17][C:18]1[CH:19]=[C:20]3[C:24](=[CH:25][CH:26]=1)[N:23]([CH:27]1[CH2:32][CH2:31][CH2:30][CH2:29][O:28]1)[N:22]=[CH:21]3)[CH2:13]2)[CH2:7][CH3:8].C(=O)([O-])O.[Na+], predict the reaction product. The product is: [CH2:6]([N:9]1[CH:14]2[CH2:15][CH2:16][CH:10]1[CH2:11][CH:12]([N:17]([C:18]1[CH:19]=[C:20]3[C:24](=[CH:25][CH:26]=1)[N:23]([CH:27]1[CH2:32][CH2:31][CH2:30][CH2:29][O:28]1)[N:22]=[CH:21]3)[S:2]([CH3:1])(=[O:4])=[O:3])[CH2:13]2)[CH2:7][CH3:8]. (2) Given the reactants [CH3:1][N:2]([CH3:18])[C:3]1[N:4]=[CH:5][C:6]2[N:11]=[C:10]([N:12]=[C:13](SC)SC)[S:9][C:7]=2[N:8]=1.Cl.Cl.[NH2:21][CH2:22][C@@:23]1([OH:31])[CH:28]2[CH2:29][CH2:30][N:25]([CH2:26][CH2:27]2)[CH2:24]1.C(=O)([O-])[O-].[Cs+].[Cs+].O, predict the reaction product. The product is: [CH3:1][N:2]([CH3:18])[C:3]1[N:4]=[CH:5][C:6]2[N:11]=[C:10]([NH:12][C:13]3[O:31][C@:23]4([CH2:22][N:21]=3)[CH:28]3[CH2:29][CH2:30][N:25]([CH2:26][CH2:27]3)[CH2:24]4)[S:9][C:7]=2[N:8]=1. (3) Given the reactants [Si:1]([O:8][C@H:9]1[CH2:13][C@@H:12]([O:14][CH2:15][C:16]([O:18]C)=O)[CH:11]=[CH:10]1)([C:4]([CH3:7])([CH3:6])[CH3:5])([CH3:3])[CH3:2].CC(C[AlH]CC(C)C)C.O([Sn](CCCC)(CCCC)CCCC)[Sn](CCCC)(CCCC)CCCC.[SiH2](C1C=CC=CC=1)C1C=CC=CC=1.CC(N=NC(C#N)(C)C)(C#N)C, predict the reaction product. The product is: [Si:1]([O:8][C@H:9]1[CH2:13][C@H:12]2[O:14][CH2:15][C@H:16]([OH:18])[C@H:11]2[CH2:10]1)([C:4]([CH3:7])([CH3:6])[CH3:5])([CH3:3])[CH3:2]. (4) The product is: [NH2:11][C@H:12]1[CH:18]2[CH2:19][CH2:20][CH:14]([CH:15]3[CH:17]2[CH2:16]3)[C@H:13]1[C:21]([O:23][CH3:24])=[O:22]. Given the reactants C(OC([NH:11][C@H:12]1[CH:18]2[CH:19]=[CH:20][CH:14]([CH:15]3[CH:17]2[CH2:16]3)[C@H:13]1[C:21]([O:23][CH3:24])=[O:22])=O)C1C=CC=CC=1, predict the reaction product. (5) Given the reactants Cl[C:2]1[N:3]=[C:4]([OH:12])[C:5]2[CH:11]=[CH:10][N:9]=[CH:8][C:6]=2[N:7]=1.[F:13][C:14]1[CH:15]=[C:16]([OH:28])[CH:17]=[CH:18][C:19]=1[N:20]([CH3:27])[C:21]1[CH:26]=[CH:25][CH:24]=[CH:23][CH:22]=1, predict the reaction product. The product is: [F:13][C:14]1[CH:15]=[C:16]([CH:17]=[CH:18][C:19]=1[N:20]([CH3:27])[C:21]1[CH:26]=[CH:25][CH:24]=[CH:23][CH:22]=1)[O:28][C:2]1[N:3]=[C:4]([OH:12])[C:5]2[CH:11]=[CH:10][N:9]=[CH:8][C:6]=2[N:7]=1. (6) The product is: [F:1][C:2]1[CH:3]=[CH:4][C:5]([CH:8]=[N:11][OH:12])=[N:6][CH:7]=1. Given the reactants [F:1][C:2]1[CH:3]=[CH:4][C:5]([CH:8]=O)=[N:6][CH:7]=1.Cl.[NH2:11][OH:12].[OH-].[Na+].Cl, predict the reaction product. (7) Given the reactants [Br:1][C:2]1[CH:7]=[CH:6][C:5]([C:8](=[O:10])[CH3:9])=[CH:4][CH:3]=1.[Li+].C[Si]([N-][Si](C)(C)C)(C)C.[C:21](Cl)(=[O:25])[CH:22]([CH3:24])[CH3:23], predict the reaction product. The product is: [Br:1][C:2]1[CH:7]=[CH:6][C:5]([C:8](=[O:10])[CH2:9][C:21](=[O:25])[CH:22]([CH3:24])[CH3:23])=[CH:4][CH:3]=1.